Task: Predict the reactants needed to synthesize the given product.. Dataset: Full USPTO retrosynthesis dataset with 1.9M reactions from patents (1976-2016) (1) Given the product [CH3:23][C:22]1[O:21][C:20]([C:24]2[CH:25]=[CH:26][CH:27]=[CH:28][CH:29]=2)=[N:19][C:18]=1[CH2:17][CH2:16][O:15][C:12]1[CH:11]=[CH:10][C:9]([O:8][CH:5]([CH2:6][CH3:7])[C:4]([OH:30])=[O:3])=[CH:14][CH:13]=1, predict the reactants needed to synthesize it. The reactants are: C([O:3][C:4](=[O:30])[CH:5]([O:8][C:9]1[CH:14]=[CH:13][C:12]([O:15][CH2:16][CH2:17][C:18]2[N:19]=[C:20]([C:24]3[CH:29]=[CH:28][CH:27]=[CH:26][CH:25]=3)[O:21][C:22]=2[CH3:23])=[CH:11][CH:10]=1)[CH2:6][CH3:7])C.[OH-].[Na+]. (2) Given the product [CH2:29]([O:28][C:13]1[CH:12]=[C:11]([CH:16]=[CH:15][C:14]=1[NH:17][S:18]([C:21]1[CH:22]=[CH:23][C:24]([CH3:27])=[CH:25][CH:26]=1)(=[O:20])=[O:19])[O:10][C:8]1[CH:7]=[CH:6][C:5]([NH:34][S:35]([C:38]2[CH:43]=[CH:42][C:41]([CH3:44])=[CH:40][CH:39]=2)(=[O:37])=[O:36])=[C:4]([CH:9]=1)[C:3]([OH:45])=[O:2])[CH2:30][CH2:31][CH2:32][CH3:33], predict the reactants needed to synthesize it. The reactants are: C[O:2][C:3](=[O:45])[C:4]1[CH:9]=[C:8]([O:10][C:11]2[CH:16]=[CH:15][C:14]([NH:17][S:18]([C:21]3[CH:26]=[CH:25][C:24]([CH3:27])=[CH:23][CH:22]=3)(=[O:20])=[O:19])=[C:13]([O:28][CH2:29][CH2:30][CH2:31][CH2:32][CH3:33])[CH:12]=2)[CH:7]=[CH:6][C:5]=1[NH:34][S:35]([C:38]1[CH:43]=[CH:42][C:41]([CH3:44])=[CH:40][CH:39]=1)(=[O:37])=[O:36].[Li+].[OH-].O.Cl.